Dataset: Forward reaction prediction with 1.9M reactions from USPTO patents (1976-2016). Task: Predict the product of the given reaction. (1) Given the reactants [CH3:1][C:2]([CH3:17])([CH3:16])[C:3]([O:5][CH2:6][C:7]([C:9]1[CH:14]=[CH:13][C:12]([CH3:15])=[CH:11][CH:10]=1)=O)=O.C([O-])(=O)C.[NH4+:22].C(=O)([O-])[O-].[Na+].[Na+], predict the reaction product. The product is: [C:2]([C:3]1[O:5][CH:6]=[C:7]([C:9]2[CH:14]=[CH:13][C:12]([CH3:15])=[CH:11][CH:10]=2)[N:22]=1)([CH3:17])([CH3:16])[CH3:1]. (2) Given the reactants [Br:1][C:2]1[C:3]([CH3:14])=[CH:4][C:5]([O:12][CH3:13])=[C:6]([CH:11]=1)[C:7]([O:9]C)=[O:8].[OH-].[Na+], predict the reaction product. The product is: [Br:1][C:2]1[C:3]([CH3:14])=[CH:4][C:5]([O:12][CH3:13])=[C:6]([CH:11]=1)[C:7]([OH:9])=[O:8]. (3) Given the reactants [C:1]([NH:4][C@:5]1([C:20](=[O:26])[NH:21][C:22]([CH3:25])([CH3:24])[CH3:23])[C@@H:9]([CH2:10][CH:11]=[CH2:12])[CH2:8][N:7]([C:13]([O:15][C:16]([CH3:19])([CH3:18])[CH3:17])=[O:14])[CH2:6]1)(=[O:3])[CH3:2].[CH3:27][C:28]1([CH3:35])[C:32]([CH3:34])([CH3:33])[O:31][BH:30][O:29]1, predict the reaction product. The product is: [C:1]([NH:4][C@:5]1([C:20](=[O:26])[NH:21][C:22]([CH3:25])([CH3:24])[CH3:23])[C@@H:9]([CH2:10][CH2:11][CH2:12][B:30]2[O:31][C:32]([CH3:34])([CH3:33])[C:28]([CH3:35])([CH3:27])[O:29]2)[CH2:8][N:7]([C:13]([O:15][C:16]([CH3:17])([CH3:18])[CH3:19])=[O:14])[CH2:6]1)(=[O:3])[CH3:2].